From a dataset of Peptide-MHC class II binding affinity with 134,281 pairs from IEDB. Regression. Given a peptide amino acid sequence and an MHC pseudo amino acid sequence, predict their binding affinity value. This is MHC class II binding data. (1) The peptide sequence is GELQIVDKIDAALKI. The MHC is DRB1_0101 with pseudo-sequence DRB1_0101. The binding affinity (normalized) is 0.612. (2) The peptide sequence is KPNDFMPTFAKAMEK. The MHC is DRB3_0101 with pseudo-sequence DRB3_0101. The binding affinity (normalized) is 0.388.